This data is from Catalyst prediction with 721,799 reactions and 888 catalyst types from USPTO. The task is: Predict which catalyst facilitates the given reaction. (1) Reactant: [F:1][C:2]1[CH:3]=[C:4]([C:9]2([CH2:14][NH:15][C:16]([C:18]3[NH:19][C:20]4[C:25]([CH:26]=3)=[CH:24][C:23]([Cl:27])=[CH:22][CH:21]=4)=[O:17])OCC[O:10]2)[CH:5]=[CH:6][C:7]=1[F:8].C(#N)C.O. Product: [F:1][C:2]1[CH:3]=[C:4]([C:9](=[O:10])[CH2:14][NH:15][C:16]([C:18]2[NH:19][C:20]3[C:25]([CH:26]=2)=[CH:24][C:23]([Cl:27])=[CH:22][CH:21]=3)=[O:17])[CH:5]=[CH:6][C:7]=1[F:8]. The catalyst class is: 67. (2) Reactant: OO.[Cl:3][C:4]1[CH:5]=[CH:6][C:7]([O:30][CH3:31])=[C:8]([CH:29]=1)[C:9]([NH:11][CH2:12][CH2:13][CH:14]1[CH2:19][CH2:18][N:17]([S:20]([NH:23][C:24]([NH:26][CH2:27][CH3:28])=S)(=[O:22])=[O:21])[CH2:16][CH2:15]1)=[O:10].S([O-])([O-])=[O:33].[Na+].[Na+].Cl. Product: [Cl:3][C:4]1[CH:5]=[CH:6][C:7]([O:30][CH3:31])=[C:8]([CH:29]=1)[C:9]([NH:11][CH2:12][CH2:13][CH:14]1[CH2:19][CH2:18][N:17]([S:20]([NH:23][C:24]([NH:26][CH2:27][CH3:28])=[O:33])(=[O:22])=[O:21])[CH2:16][CH2:15]1)=[O:10]. The catalyst class is: 74. (3) Product: [Br:14][C:15]1[C:16]([F:35])=[CH:17][C:18]([F:34])=[C:19]([C@@:21]([NH:26][C:27](=[O:33])[O:28][C:29]([CH3:30])([CH3:31])[CH3:32])([CH2:23][C@H:24]([C:2]2[C:3]([CH3:8])=[N:4][O:5][C:6]=2[CH3:7])[OH:25])[CH3:22])[CH:20]=1. Reactant: Br[C:2]1[C:3]([CH3:8])=[N:4][O:5][C:6]=1[CH3:7].[Li]CCCC.[Br:14][C:15]1[C:16]([F:35])=[CH:17][C:18]([F:34])=[C:19]([C@@:21]([NH:26][C:27](=[O:33])[O:28][C:29]([CH3:32])([CH3:31])[CH3:30])([CH2:23][CH:24]=[O:25])[CH3:22])[CH:20]=1. The catalyst class is: 332.